This data is from Catalyst prediction with 721,799 reactions and 888 catalyst types from USPTO. The task is: Predict which catalyst facilitates the given reaction. The catalyst class is: 120. Reactant: [C:1](Cl)(=[O:5])C(Cl)=O.[CH3:7][O:8][C:9]1[C:14]2[S:15][C:16]([C:18]([OH:20])=O)=[CH:17][C:13]=2[CH:12]=[CH:11][CH:10]=1.[CH2:21]([N:23](CC)CC)C.O. Product: [CH3:1][O:5][N:23]([CH3:21])[C:18]([C:16]1[S:15][C:14]2[C:9]([O:8][CH3:7])=[CH:10][CH:11]=[CH:12][C:13]=2[CH:17]=1)=[O:20].